From a dataset of Reaction yield outcomes from USPTO patents with 853,638 reactions. Predict the reaction yield, written as a fraction of the theoretical maximum amount of product (1.0 means a 100% yield; for example, 0.34 means a 34% yield). (1) The reactants are [F:1][C:2]1[CH:7]=[CH:6][C:5]([CH:8](O)[CH:9]([CH2:13][C:14]2[CH:19]=[CH:18][C:17]([C:20]([F:23])([F:22])[F:21])=[CH:16][CH:15]=2)C(O)=O)=[CH:4][CH:3]=1.C1(P(N=[N+]=[N-])(C2C=CC=CC=2)=[O:32])C=CC=CC=1.C([N:44]([CH2:47]C)CC)C.[OH2:49]. The catalyst is O1CCCC1. The product is [F:1][C:2]1[CH:3]=[CH:4][C:5]([CH:8]2[O:49][C:47](=[O:32])[NH:44][CH:9]2[CH2:13][C:14]2[CH:15]=[CH:16][C:17]([C:20]([F:21])([F:22])[F:23])=[CH:18][CH:19]=2)=[CH:6][CH:7]=1. The yield is 0.880. (2) The reactants are [CH2:1]([O:3][C:4]([CH:6]1[CH2:11][CH2:10][CH:9]([O:12][C:13]2[CH:18]=[CH:17][C:16]([N+:19]([O-])=O)=[C:15]([F:22])[CH:14]=2)[CH2:8][CH2:7]1)=[O:5])[CH3:2]. The catalyst is C(O)C.[Pd]. The product is [CH2:1]([O:3][C:4]([C@H:6]1[CH2:11][CH2:10][C@@H:9]([O:12][C:13]2[CH:18]=[CH:17][C:16]([NH2:19])=[C:15]([F:22])[CH:14]=2)[CH2:8][CH2:7]1)=[O:5])[CH3:2]. The yield is 0.850.